Dataset: Reaction yield outcomes from USPTO patents with 853,638 reactions. Task: Predict the reaction yield, written as a fraction of the theoretical maximum amount of product (1.0 means a 100% yield; for example, 0.34 means a 34% yield). (1) The reactants are [Cl:1][C:2]1[C:3]([C:10]([OH:12])=[O:11])=[N:4][N:5]([CH3:9])[C:6](=[O:8])[CH:7]=1.Cl.[CH3:14]COC(C)=O. The catalyst is CO. The product is [Cl:1][C:2]1[C:3]([C:10]([O:12][CH3:14])=[O:11])=[N:4][N:5]([CH3:9])[C:6](=[O:8])[CH:7]=1. The yield is 0.170. (2) The reactants are C([Si](C)(C)[O:6][CH2:7][CH2:8][O:9][C:10]1[CH:15]=[CH:14][C:13]([NH:16][C:17]([C@@H:19]2[NH:23][C@@H:22]([CH2:24][C:25]([CH3:28])([CH3:27])[CH3:26])[C@:21]3([C:36]4[C:31](=[CH:32][C:33]([Cl:37])=[CH:34][CH:35]=4)[NH:30][C:29]3=[O:38])[C@H:20]2[C:39]2[CH:44]=[CH:43][CH:42]=[C:41]([Cl:45])[C:40]=2[F:46])=[O:18])=[C:12]([O:47][CH3:48])[CH:11]=1)(C)(C)C.[CH2:51]=O.Cl. The catalyst is COCCOC. The product is [Cl:37][C:33]1[CH:32]=[C:31]2[NH:30][C:29](=[O:38])[C@@:21]3([C@H:22]([CH2:24][C:25]([CH3:27])([CH3:28])[CH3:26])[N:23]4[CH2:51][N:16]([C:13]5[CH:14]=[CH:15][C:10]([O:9][CH2:8][CH2:7][OH:6])=[CH:11][C:12]=5[O:47][CH3:48])[C:17](=[O:18])[C@H:19]4[C@@H:20]3[C:39]3[CH:44]=[CH:43][CH:42]=[C:41]([Cl:45])[C:40]=3[F:46])[C:36]2=[CH:35][CH:34]=1. The yield is 0.270.